This data is from Forward reaction prediction with 1.9M reactions from USPTO patents (1976-2016). The task is: Predict the product of the given reaction. (1) Given the reactants [Cl:1][C:2]1[CH:3]=[C:4]([OH:11])[CH:5]=[C:6]([N+:8]([O-:10])=[O:9])[CH:7]=1.Br[C:13]1[S:17][C:16]([CH:18]=[O:19])=[CH:15][CH:14]=1.C([O-])([O-])=O.[K+].[K+], predict the reaction product. The product is: [Cl:1][C:2]1[CH:3]=[C:4]([CH:5]=[C:6]([N+:8]([O-:10])=[O:9])[CH:7]=1)[O:11][C:13]1[S:17][C:16]([CH:18]=[O:19])=[CH:15][CH:14]=1. (2) Given the reactants [CH3:1][O:2][C:3]1[CH:10]=[C:9]([O:11][CH3:12])[CH:8]=[C:7]([O:13][CH3:14])[C:4]=1[CH:5]=O.C([CH2:18][S:19]([CH2:22][S:23]([CH2:26][C:27](O)=O)(=[O:25])=[O:24])(=[O:21])=[O:20])(O)=O, predict the reaction product. The product is: [CH3:1][O:2][C:3]1[CH:10]=[C:9]([O:11][CH3:12])[CH:8]=[C:7]([O:13][CH3:14])[C:4]=1/[CH:5]=[CH:18]/[S:19]([CH2:22][S:23](/[CH:26]=[CH:27]/[C:4]1[C:7]([O:13][CH3:14])=[CH:8][C:9]([O:11][CH3:12])=[CH:10][C:3]=1[O:2][CH3:1])(=[O:24])=[O:25])(=[O:20])=[O:21].